Dataset: Full USPTO retrosynthesis dataset with 1.9M reactions from patents (1976-2016). Task: Predict the reactants needed to synthesize the given product. (1) The reactants are: Cl.[Si]([O:19][CH2:20][CH2:21][O:22][CH2:23][C@H:24]([O:35][C:36]1[C:37]2[N:44]=[N:43][N:42]([C:45]3[CH:50]=[CH:49][CH:48]=[CH:47][C:46]=3[Cl:51])[C:38]=2[N:39]=[CH:40][N:41]=1)[C:25]([NH:27][C:28]1[CH:33]=[CH:32][C:31]([Cl:34])=[CH:30][N:29]=1)=[O:26])(C(C)(C)C)(C1C=CC=CC=1)C1C=CC=CC=1. Given the product [Cl:51][C:46]1[CH:47]=[CH:48][CH:49]=[CH:50][C:45]=1[N:42]1[C:38]2[N:39]=[CH:40][N:41]=[C:36]([O:35][C@@H:24]([CH2:23][O:22][CH2:21][CH2:20][OH:19])[C:25]([NH:27][C:28]3[CH:33]=[CH:32][C:31]([Cl:34])=[CH:30][N:29]=3)=[O:26])[C:37]=2[N:44]=[N:43]1, predict the reactants needed to synthesize it. (2) The reactants are: C[O:2][C:3](=[O:33])[CH2:4][C:5]1[CH:10]=[C:9]([S:11]([C:14]2[S:15][C:16]([CH3:29])=[C:17]([C:19]3[CH:24]=[CH:23][C:22]([C:25]([F:28])([F:27])[F:26])=[CH:21][CH:20]=3)[CH:18]=2)(=[O:13])=[O:12])[CH:8]=[C:7]([O:30][CH2:31][CH3:32])[CH:6]=1.Cl. Given the product [CH2:31]([O:30][C:7]1[CH:6]=[C:5]([CH2:4][C:3]([OH:33])=[O:2])[CH:10]=[C:9]([S:11]([C:14]2[S:15][C:16]([CH3:29])=[C:17]([C:19]3[CH:20]=[CH:21][C:22]([C:25]([F:26])([F:27])[F:28])=[CH:23][CH:24]=3)[CH:18]=2)(=[O:13])=[O:12])[CH:8]=1)[CH3:32], predict the reactants needed to synthesize it. (3) Given the product [Cl:24][C:25]1[N:26]=[CH:27][N:28]=[C:29]([N:5]([CH2:6][C:7]2[CH:12]=[CH:11][C:10]([S:13][C:14]([CH3:23])([CH3:22])[C:15]([O:17][C:18]([CH3:21])([CH3:20])[CH3:19])=[O:16])=[CH:9][CH:8]=2)[CH2:4][CH2:3][O:2][CH3:1])[CH:30]=1, predict the reactants needed to synthesize it. The reactants are: [CH3:1][O:2][CH2:3][CH2:4][NH:5][CH2:6][C:7]1[CH:12]=[CH:11][C:10]([S:13][C:14]([CH3:23])([CH3:22])[C:15]([O:17][C:18]([CH3:21])([CH3:20])[CH3:19])=[O:16])=[CH:9][CH:8]=1.[Cl:24][C:25]1[CH:30]=[C:29](Cl)[N:28]=[CH:27][N:26]=1.C(N(CC)CC)C.O.